Dataset: NCI-60 drug combinations with 297,098 pairs across 59 cell lines. Task: Regression. Given two drug SMILES strings and cell line genomic features, predict the synergy score measuring deviation from expected non-interaction effect. (1) Drug 1: CC1=C(N=C(N=C1N)C(CC(=O)N)NCC(C(=O)N)N)C(=O)NC(C(C2=CN=CN2)OC3C(C(C(C(O3)CO)O)O)OC4C(C(C(C(O4)CO)O)OC(=O)N)O)C(=O)NC(C)C(C(C)C(=O)NC(C(C)O)C(=O)NCCC5=NC(=CS5)C6=NC(=CS6)C(=O)NCCC[S+](C)C)O. Drug 2: C1C(C(OC1N2C=NC(=NC2=O)N)CO)O. Cell line: SR. Synergy scores: CSS=79.5, Synergy_ZIP=-3.46, Synergy_Bliss=-1.28, Synergy_Loewe=-2.02, Synergy_HSA=-0.707. (2) Drug 1: CCCCC(=O)OCC(=O)C1(CC(C2=C(C1)C(=C3C(=C2O)C(=O)C4=C(C3=O)C=CC=C4OC)O)OC5CC(C(C(O5)C)O)NC(=O)C(F)(F)F)O. Drug 2: C1C(C(OC1N2C=NC3=C2NC=NCC3O)CO)O. Cell line: UACC-257. Synergy scores: CSS=59.5, Synergy_ZIP=0.0552, Synergy_Bliss=-5.18, Synergy_Loewe=-8.25, Synergy_HSA=-5.03.